This data is from NCI-60 drug combinations with 297,098 pairs across 59 cell lines. The task is: Regression. Given two drug SMILES strings and cell line genomic features, predict the synergy score measuring deviation from expected non-interaction effect. (1) Drug 1: C1=CN(C(=O)N=C1N)C2C(C(C(O2)CO)O)O.Cl. Drug 2: C1=CC=C(C=C1)NC(=O)CCCCCCC(=O)NO. Cell line: NCI/ADR-RES. Synergy scores: CSS=70.8, Synergy_ZIP=-7.99, Synergy_Bliss=-9.17, Synergy_Loewe=-6.39, Synergy_HSA=-1.86. (2) Cell line: MDA-MB-435. Synergy scores: CSS=-8.59, Synergy_ZIP=2.36, Synergy_Bliss=-2.27, Synergy_Loewe=-5.46, Synergy_HSA=-6.89. Drug 2: COC1=C2C(=CC3=C1OC=C3)C=CC(=O)O2. Drug 1: CN(C)N=NC1=C(NC=N1)C(=O)N. (3) Drug 1: CS(=O)(=O)C1=CC(=C(C=C1)C(=O)NC2=CC(=C(C=C2)Cl)C3=CC=CC=N3)Cl. Drug 2: CS(=O)(=O)CCNCC1=CC=C(O1)C2=CC3=C(C=C2)N=CN=C3NC4=CC(=C(C=C4)OCC5=CC(=CC=C5)F)Cl. Cell line: SF-539. Synergy scores: CSS=3.42, Synergy_ZIP=-0.813, Synergy_Bliss=2.07, Synergy_Loewe=0.731, Synergy_HSA=0.696. (4) Drug 1: C1=NNC2=C1C(=O)NC=N2. Drug 2: C1CC(=O)NC(=O)C1N2C(=O)C3=CC=CC=C3C2=O. Cell line: SK-OV-3. Synergy scores: CSS=0.380, Synergy_ZIP=-2.37, Synergy_Bliss=-4.65, Synergy_Loewe=-3.51, Synergy_HSA=-3.01. (5) Drug 1: C1=CN(C(=O)N=C1N)C2C(C(C(O2)CO)O)O.Cl. Drug 2: C1=NNC2=C1C(=O)NC=N2. Cell line: U251. Synergy scores: CSS=14.9, Synergy_ZIP=-1.64, Synergy_Bliss=7.35, Synergy_Loewe=-16.3, Synergy_HSA=3.43.